Task: Predict the product of the given reaction.. Dataset: Forward reaction prediction with 1.9M reactions from USPTO patents (1976-2016) (1) Given the reactants [NH:1]1[C:9]2[C:4](=[CH:5][CH:6]=[CH:7][CH:8]=2)[C:3]([C:10]([O:12][CH2:13][CH3:14])=[O:11])=[N:2]1.Br[CH2:16][C:17]1([CH3:21])[CH2:20][O:19][CH2:18]1, predict the reaction product. The product is: [CH3:16][C:17]1([CH2:21][N:1]2[C:9]3[C:4](=[CH:5][CH:6]=[CH:7][CH:8]=3)[C:3]([C:10]([O:12][CH2:13][CH3:14])=[O:11])=[N:2]2)[CH2:20][O:19][CH2:18]1. (2) Given the reactants [NH2:1][C:2]1[C:6]([C:7]2[CH:12]=[CH:11][C:10]([Cl:13])=[CH:9][C:8]=2[Cl:14])=[CH:5][NH:4][N:3]=1.[C:15](OCC)(=[O:20])[CH2:16][C:17]([CH3:19])=O, predict the reaction product. The product is: [Cl:14][C:8]1[CH:9]=[C:10]([Cl:13])[CH:11]=[CH:12][C:7]=1[C:6]1[CH:5]=[N:4][N:3]2[C:15]([OH:20])=[CH:16][C:17]([CH3:19])=[N:1][C:2]=12. (3) Given the reactants Br[C:2]1[CH:3]=[C:4]([CH:8]([N:13]2[C:21]3[C:16](=[C:17]([NH:22][S:23]([CH3:26])(=[O:25])=[O:24])[CH:18]=[CH:19][CH:20]=3)[CH:15]=[CH:14]2)[C:9]([O:11][CH3:12])=[O:10])[CH:5]=[CH:6][CH:7]=1.[CH3:27][O:28][C:29]1[CH:30]=[C:31](B(O)O)[CH:32]=[CH:33][CH:34]=1.O1CCO[CH2:40][CH2:39]1, predict the reaction product. The product is: [CH3:27][O:28][C:29]1[CH:30]=[C:31]([C:2]2[CH:7]=[CH:6][CH:5]=[C:4]([C:8]([N:13]3[C:21]4[C:16](=[C:17]([NH:22][S:23]([CH3:26])(=[O:25])=[O:24])[CH:18]=[CH:19][CH:20]=4)[CH:15]=[CH:14]3)([CH2:39][CH3:40])[C:9]([O:11][CH3:12])=[O:10])[CH:3]=2)[CH:32]=[CH:33][CH:34]=1. (4) Given the reactants C(OC([N:8]([CH2:12][C:13]1[CH:14]=[C:15]([NH:20][C:21](=[O:43])[CH2:22][N:23]2[CH:27]=[C:26]([O:28][C:29]3[C:38]4[C:33](=[CH:34][C:35]([O:41][CH3:42])=[C:36]([C:39]#[N:40])[CH:37]=4)[N:32]=[CH:31][CH:30]=3)[CH:25]=[N:24]2)[CH:16]=[C:17]([CH3:19])[CH:18]=1)[CH:9]1[CH2:11][CH2:10]1)=O)(C)(C)C.FC(F)(F)C(O)=O, predict the reaction product. The product is: [CH:9]1([NH:8][CH2:12][C:13]2[CH:14]=[C:15]([NH:20][C:21](=[O:43])[CH2:22][N:23]3[CH:27]=[C:26]([O:28][C:29]4[C:38]5[C:33](=[CH:34][C:35]([O:41][CH3:42])=[C:36]([C:39]#[N:40])[CH:37]=5)[N:32]=[CH:31][CH:30]=4)[CH:25]=[N:24]3)[CH:16]=[C:17]([CH3:19])[CH:18]=2)[CH2:11][CH2:10]1. (5) Given the reactants [CH2:1]([O:8][C:9]1[CH:16]=[CH:15][C:12]([CH:13]=O)=[CH:11][C:10]=1[O:17][CH3:18])[C:2]1[CH:7]=[CH:6][CH:5]=[CH:4][CH:3]=1.[N+:19]([CH3:22])([O-:21])=[O:20].C(O)(=O)C.C(N)CCC, predict the reaction product. The product is: [CH2:1]([O:8][C:9]1[CH:16]=[CH:15][C:12]([CH:13]=[CH:22][N+:19]([O-:21])=[O:20])=[CH:11][C:10]=1[O:17][CH3:18])[C:2]1[CH:7]=[CH:6][CH:5]=[CH:4][CH:3]=1.